Dataset: Forward reaction prediction with 1.9M reactions from USPTO patents (1976-2016). Task: Predict the product of the given reaction. The product is: [CH3:13][O:14][C:15]([C:17]1([CH:23]([OH:25])[CH3:24])[CH2:22][O:21][CH2:20][CH2:19][O:18]1)=[O:16]. Given the reactants C(NC(C)C)(C)C.C([Li])CCC.[CH3:13][O:14][C:15]([CH:17]1[CH2:22][O:21][CH2:20][CH2:19][O:18]1)=[O:16].[CH:23](=[O:25])[CH3:24], predict the reaction product.